Dataset: Forward reaction prediction with 1.9M reactions from USPTO patents (1976-2016). Task: Predict the product of the given reaction. Given the reactants CN(C(O[N:9]1N=N[C:11]2[CH:12]=CC=N[C:10]1=2)=[N+](C)C)C.F[P-](F)(F)(F)(F)F.[C:25]([O:29][C:30]([N:32]1[CH2:38][CH2:37][CH2:36][O:35][C@H:34]([C:39]([OH:41])=O)[CH2:33]1)=[O:31])([CH3:28])([CH3:27])[CH3:26].C(OC(N1CCCO[CH:51]([C:56](=[O:78])[NH:57][C@@H:58]([CH2:62][C:63]2[CH:68]=[CH:67][C:66](B3OC(C)(C)C(C)(C)O3)=[CH:65][CH:64]=2)C(N)=O)[CH2:50]1)=O)(C)(C)C.NC(=O)[C@@H:58]([NH:57][C:56]([C@@H:51]1[CH2:50]N(C(OC(C)(C)C)=O)CCCO1)=[O:78])[CH2:62][C:63]1[CH:68]=[CH:67][C:66](B2OC(C)(C)C(C)(C)O2)=[CH:65][CH:64]=1.CCN(C(C)C)C(C)C, predict the reaction product. The product is: [N:57]1([C:56](=[O:78])/[CH:51]=[CH:50]/[C@@H:10]([NH:9][C:39]([C@@H:34]2[CH2:33][N:32]([C:30]([O:29][C:25]([CH3:26])([CH3:27])[CH3:28])=[O:31])[CH2:38][CH2:37][CH2:36][O:35]2)=[O:41])[CH2:11][CH3:12])[C:64]2[C:63](=[CH:68][CH:67]=[CH:66][CH:65]=2)[CH2:62][CH2:58]1.